This data is from Cav3 T-type calcium channel HTS with 100,875 compounds. The task is: Binary Classification. Given a drug SMILES string, predict its activity (active/inactive) in a high-throughput screening assay against a specified biological target. The compound is S(C1C(=O)CC(CC1=O)(C)C)c1n(c2c(n1)n(c(=O)n(c2=O)C)C)C. The result is 0 (inactive).